From a dataset of Forward reaction prediction with 1.9M reactions from USPTO patents (1976-2016). Predict the product of the given reaction. Given the reactants [F:1][C:2]1[CH:7]=[CH:6][CH:5]=[CH:4][C:3]=1[C:8](=[NH:10])[NH2:9].[Cl:11][C:12]([SH:15])(Cl)Cl.[OH-].[Na+], predict the reaction product. The product is: [Cl:11][C:12]1[S:15][N:9]=[C:8]([C:3]2[CH:4]=[CH:5][CH:6]=[CH:7][C:2]=2[F:1])[N:10]=1.